From a dataset of Full USPTO retrosynthesis dataset with 1.9M reactions from patents (1976-2016). Predict the reactants needed to synthesize the given product. (1) Given the product [Cl:20][C:21]1[CH:26]=[CH:25][C:24]([C:8]2[C:7]([N:18]([CH2:17][CH:14]3[CH2:16][CH2:15]3)[CH3:19])=[N:6][CH:5]=[C:4]([CH:9]=2)[C:3]([NH:31][CH2:32][CH:33]2[CH2:38][CH2:37][CH2:36][CH2:35][CH:34]2[OH:39])=[O:12])=[CH:23][CH:22]=1, predict the reactants needed to synthesize it. The reactants are: CO[C:3](=[O:12])[C:4]1[CH:9]=[C:8](Br)[C:7](Cl)=[N:6][CH:5]=1.Cl.[CH:14]1([CH2:17][NH:18][CH3:19])[CH2:16][CH2:15]1.[Cl:20][C:21]1[CH:26]=[CH:25][C:24](B(O)O)=[CH:23][CH:22]=1.Cl.[NH2:31][CH2:32][C@H:33]1[CH2:38][CH2:37][CH2:36][CH2:35][C@H:34]1[OH:39]. (2) Given the product [Cl:29][C:30]1[CH:31]=[C:32]([CH:36]=[C:37]([Cl:39])[CH:38]=1)[C:33]([NH:35][C:2]1[CH:7]=[C:6]([CH2:8][N:9]2[C:13]([CH3:14])([CH3:15])[C:12](=[O:16])[N:11]([C:17]3[CH:18]=[CH:19][C:20]([S:23][C:24]([F:25])([F:26])[F:27])=[CH:21][CH:22]=3)[C:10]2=[O:28])[CH:5]=[CH:4][N:3]=1)=[O:34], predict the reactants needed to synthesize it. The reactants are: Cl[C:2]1[CH:7]=[C:6]([CH2:8][N:9]2[C:13]([CH3:15])([CH3:14])[C:12](=[O:16])[N:11]([C:17]3[CH:22]=[CH:21][C:20]([S:23][C:24]([F:27])([F:26])[F:25])=[CH:19][CH:18]=3)[C:10]2=[O:28])[CH:5]=[CH:4][N:3]=1.[Cl:29][C:30]1[CH:31]=[C:32]([CH:36]=[C:37]([Cl:39])[CH:38]=1)[C:33]([NH2:35])=[O:34].CC1(C)C2C=CC=C(P(C3C=CC=CC=3)C3C=CC=CC=3)C=2OC2C1=CC=CC=2P(C1C=CC=CC=1)C1C=CC=CC=1.C(=O)([O-])[O-].[Cs+].[Cs+]. (3) Given the product [C:13]([N:11]1[CH:12]=[C:8]([C:3]2[CH:4]=[CH:5][CH:6]=[CH:7][C:2]=2[C:33]#[N:34])[N:9]=[CH:10]1)([C:14]1[CH:19]=[CH:18][CH:17]=[CH:16][CH:15]=1)([C:26]1[CH:31]=[CH:30][CH:29]=[CH:28][CH:27]=1)[C:20]1[CH:21]=[CH:22][CH:23]=[CH:24][CH:25]=1, predict the reactants needed to synthesize it. The reactants are: Br[C:2]1[CH:7]=[CH:6][CH:5]=[CH:4][C:3]=1[C:8]1[N:9]=[CH:10][N:11]([C:13]([C:26]2[CH:31]=[CH:30][CH:29]=[CH:28][CH:27]=2)([C:20]2[CH:25]=[CH:24][CH:23]=[CH:22][CH:21]=2)[C:14]2[CH:19]=[CH:18][CH:17]=[CH:16][CH:15]=2)[CH:12]=1.[Cu][C:33]#[N:34].C(O)(C1C=CC=CC=1)(C1C=CC=CC=1)C1C=CC=CC=1. (4) Given the product [ClH:37].[ClH:37].[ClH:37].[CH2:1]([N:8]1[CH2:9][CH2:10][N:11]([CH2:14][CH2:15][NH:16][C:17]([C:19]2[CH:36]=[CH:35][C:22]3[CH2:23][CH2:24][NH:25][CH2:26][CH2:27][C:21]=3[CH:20]=2)=[O:18])[CH2:12][CH2:13]1)[C:2]1[CH:7]=[CH:6][CH:5]=[CH:4][CH:3]=1, predict the reactants needed to synthesize it. The reactants are: [CH2:1]([N:8]1[CH2:13][CH2:12][N:11]([CH2:14][CH2:15][NH:16][C:17]([C:19]2[CH:36]=[CH:35][C:22]3[CH2:23][CH2:24][N:25](C(OC(C)(C)C)=O)[CH2:26][CH2:27][C:21]=3[CH:20]=2)=[O:18])[CH2:10][CH2:9]1)[C:2]1[CH:7]=[CH:6][CH:5]=[CH:4][CH:3]=1.[ClH:37]. (5) Given the product [C:3]([O-:23])(=[O:2])[CH3:4].[C:14]1([C:17]2[CH:18]=[CH:19][CH:20]=[CH:21][CH:22]=2)[CH:15]=[CH:16][C:11]([CH:4]([CH2:5][CH:6]2[CH2:7][CH2:8][CH2:9][CH2:10]2)[C:3]([NH:28][C:26]([NH:25][CH3:24])=[O:27])=[O:23])=[CH:12][CH:13]=1, predict the reactants needed to synthesize it. The reactants are: C[O:2][C:3](=[O:23])[CH:4]([C:11]1[CH:16]=[CH:15][C:14]([C:17]2[CH:22]=[CH:21][CH:20]=[CH:19][CH:18]=2)=[CH:13][CH:12]=1)[CH2:5][CH:6]1[CH2:10][CH2:9][CH2:8][CH2:7]1.[CH3:24][NH:25][C:26]([NH2:28])=[O:27].C[O-].[Mg+2].C[O-].CO. (6) The reactants are: Cl.[F:2][C:3]1[CH:11]=[CH:10][C:6]([C:7]([NH2:9])=[NH:8])=[CH:5][CH:4]=1.[CH3:12][C:13]([O-])([CH3:15])[CH3:14].[K+].C([OH:20])C. Given the product [F:2][C:3]1[CH:11]=[CH:10][C:6]([C:7]2[N:9]=[CH:14][C:13]([CH:15]=[O:20])=[CH:12][N:8]=2)=[CH:5][CH:4]=1, predict the reactants needed to synthesize it. (7) Given the product [O:8]([C:5]1[N:4]=[N:3][C:2]([C:23]#[C:22][C:24]2[CH:33]=[CH:32][C:27]([O:28][CH2:29][CH2:30][OH:31])=[CH:26][CH:25]=2)=[CH:7][CH:6]=1)[C:9]1[CH:14]=[CH:13][CH:12]=[CH:11][CH:10]=1, predict the reactants needed to synthesize it. The reactants are: I[C:2]1[N:3]=[N:4][C:5]([O:8][C:9]2[CH:14]=[CH:13][CH:12]=[CH:11][CH:10]=2)=[CH:6][CH:7]=1.C(NC(C)C)(C)C.[C:22]([C:24]1[CH:33]=[CH:32][C:27]([O:28][CH2:29][CH2:30][OH:31])=[CH:26][CH:25]=1)#[CH:23]. (8) Given the product [CH2:1]([N:8]1[CH2:13][CH2:12][N:11]([C:14]2([CH3:27])[CH2:15][CH2:16][N:17]([C:20]([O:22][C:23]([CH3:25])([CH3:24])[CH3:26])=[O:21])[CH2:18][CH2:19]2)[CH2:10][C@@H:9]1[CH2:29][CH3:30])[C:2]1[CH:7]=[CH:6][CH:5]=[CH:4][CH:3]=1, predict the reactants needed to synthesize it. The reactants are: [CH2:1]([N:8]1[CH2:13][CH2:12][N:11]([C:14]2([C:27]#N)[CH2:19][CH2:18][N:17]([C:20]([O:22][C:23]([CH3:26])([CH3:25])[CH3:24])=[O:21])[CH2:16][CH2:15]2)[CH2:10][C@@H:9]1[CH3:29])[C:2]1[CH:7]=[CH:6][CH:5]=[CH:4][CH:3]=1.[C:30](=O)=O.C(#N)C.C[Mg]Br.C(OCC)(=O)C. (9) Given the product [NH2:2][C:3]1[C:4]([C:15]([OH:17])=[O:16])=[CH:5][C:6]2[C:11]([CH:12]=1)=[CH:10][CH:9]=[C:8]([Br:14])[CH:7]=2, predict the reactants needed to synthesize it. The reactants are: [Sn].[NH2:2][C:3]1[C:4]([C:15]([OH:17])=[O:16])=[CH:5][C:6]2[C:11]([C:12]=1Br)=[CH:10][CH:9]=[C:8]([Br:14])[CH:7]=2.Cl.O.